Dataset: Catalyst prediction with 721,799 reactions and 888 catalyst types from USPTO. Task: Predict which catalyst facilitates the given reaction. (1) Reactant: [Br:1][C:2]1[N:3]=[C:4]([CH:12]2[CH2:15][N:14](C(OCC3C=CC=CC=3)=O)[CH2:13]2)[N:5]2[CH:10]=[CH:9][N:8]=[C:7]([CH3:11])[C:6]=12. Product: [NH:14]1[CH2:15][CH:12]([C:4]2[N:5]3[CH:10]=[CH:9][N:8]=[C:7]([CH3:11])[C:6]3=[C:2]([Br:1])[N:3]=2)[CH2:13]1. The catalyst class is: 33. (2) Product: [C:1]([C:3]1[C:4]([N:21]2[CH2:26][CH2:25][CH:24]([C:27](=[O:29])[NH:66][S:63]([N:62]([CH3:61])[C:67]3[CH:72]=[CH:71][CH:70]=[CH:69][CH:68]=3)(=[O:65])=[O:64])[CH2:23][CH2:22]2)=[N:5][C:6]([CH2:14][N:15]2[CH2:19][CH2:18][CH2:17][C:16]2=[O:20])=[C:7]([CH:8]=1)[C:9]([O:11][CH2:12][CH3:13])=[O:10])#[N:2]. The catalyst class is: 2. Reactant: [C:1]([C:3]1[C:4]([N:21]2[CH2:26][CH2:25][CH:24]([C:27]([OH:29])=O)[CH2:23][CH2:22]2)=[N:5][C:6]([CH2:14][N:15]2[CH2:19][CH2:18][CH2:17][C:16]2=[O:20])=[C:7]([C:9]([O:11][CH2:12][CH3:13])=[O:10])[CH:8]=1)#[N:2].CN(C(ON1N=NC2C=CC=CC1=2)=[N+](C)C)C.[B-](F)(F)(F)F.CCN(C(C)C)C(C)C.[CH3:61][N:62]([C:67]1[CH:72]=[CH:71][CH:70]=[CH:69][CH:68]=1)[S:63]([NH2:66])(=[O:65])=[O:64].C([O-])(O)=O.[Na+]. (3) Reactant: FC(F)(F)C(O)=O.[NH2:8][CH2:9][CH2:10][CH2:11][C@:12]1([CH2:23][CH2:24][N:25]([CH3:33])C(=O)OC(C)(C)C)[C:20]2[C:15](=[CH:16][CH:17]=[C:18]([Cl:21])[CH:19]=2)[C:14](=[O:22])[NH:13]1.C(N(CC)CC)C.[CH3:41][O:42][C:43](Cl)=[O:44].C(O)(C(F)(F)F)=O. Product: [Cl:21][C:18]1[CH:19]=[C:20]2[C:15]([C:14](=[O:22])[NH:13][C@@:12]2([CH2:11][CH2:10][CH2:9][NH:8][C:43](=[O:44])[O:42][CH3:41])[CH2:23][CH2:24][NH:25][CH3:33])=[CH:16][CH:17]=1. The catalyst class is: 98.